From a dataset of Peptide-MHC class II binding affinity with 134,281 pairs from IEDB. Regression. Given a peptide amino acid sequence and an MHC pseudo amino acid sequence, predict their binding affinity value. This is MHC class II binding data. (1) The peptide sequence is EKPYFAATQFEPLAA. The MHC is HLA-DQA10301-DQB10302 with pseudo-sequence HLA-DQA10301-DQB10302. The binding affinity (normalized) is 0.397. (2) The peptide sequence is MTEQQWNFAGIEAAA. The MHC is HLA-DPA10301-DPB10402 with pseudo-sequence HLA-DPA10301-DPB10402. The binding affinity (normalized) is 0.259.